From a dataset of Forward reaction prediction with 1.9M reactions from USPTO patents (1976-2016). Predict the product of the given reaction. (1) Given the reactants [Li]C(C)(C)C.[CH2:6]([O:13][C:14]1[C:19]([O:20][CH2:21][O:22][CH3:23])=[CH:18][CH:17]=[CH:16][N:15]=1)[C:7]1[CH:12]=[CH:11][CH:10]=[CH:9][CH:8]=1.[C:24](=[O:26])=[O:25], predict the reaction product. The product is: [CH2:6]([O:13][C:14]1[C:19]([O:20][CH2:21][O:22][CH3:23])=[C:18]([CH:17]=[CH:16][N:15]=1)[C:24]([OH:26])=[O:25])[C:7]1[CH:12]=[CH:11][CH:10]=[CH:9][CH:8]=1. (2) Given the reactants [CH3:1][O:2][C:3](=[O:40])[C:4]1[CH:9]=[C:8]([CH3:10])[CH:7]=[C:6]([NH:11][C:12]([C:14]2[C:19]([F:20])=[C:18]([F:21])[C:17]([C:22]3[CH:27]=[CH:26][C:25]([C:28]([CH3:36])([CH3:35])[O:29][SiH2:30][C:31]([CH3:34])([CH3:33])[CH3:32])=[CH:24][CH:23]=3)=[C:16]([F:37])[C:15]=2[F:38])=O)[C:5]=1[NH2:39], predict the reaction product. The product is: [CH3:1][O:2][C:3]([C:4]1[C:5]2[N:39]=[C:12]([C:14]3[C:15]([F:38])=[C:16]([F:37])[C:17]([C:22]4[CH:27]=[CH:26][C:25]([C:28]([CH3:36])([CH3:35])[O:29][SiH2:30][C:31]([CH3:32])([CH3:33])[CH3:34])=[CH:24][CH:23]=4)=[C:18]([F:21])[C:19]=3[F:20])[NH:11][C:6]=2[CH:7]=[C:8]([CH3:10])[CH:9]=1)=[O:40]. (3) Given the reactants [CH3:1][O:2][C:3]1[CH:23]=[CH:22][C:6]([CH2:7][O:8][C:9]2([C:17]3[S:18][CH:19]=[CH:20][N:21]=3)[CH2:14][O:13]C(C)(C)[O:11][CH2:10]2)=[CH:5][CH:4]=1, predict the reaction product. The product is: [CH3:1][O:2][C:3]1[CH:4]=[CH:5][C:6]([CH2:7][O:8][C:9]([C:17]2[S:18][CH:19]=[CH:20][N:21]=2)([CH2:14][OH:13])[CH2:10][OH:11])=[CH:22][CH:23]=1.